This data is from Reaction yield outcomes from USPTO patents with 853,638 reactions. The task is: Predict the reaction yield, written as a fraction of the theoretical maximum amount of product (1.0 means a 100% yield; for example, 0.34 means a 34% yield). (1) The reactants are [NH2:1][C:2]1[CH:9]=[CH:8][CH:7]=[C:6]([C:10]2[O:11][CH2:12][CH2:13][CH:14]=2)[C:3]=1[C:4]#[N:5].C([O-])=O.[NH4+].[S:19](Cl)(=[O:22])(=[O:21])[NH2:20]. The catalyst is CO.[Pd]. The product is [S:19]([NH:1][C:2]1[CH:9]=[CH:8][CH:7]=[C:6]([CH:10]2[CH2:14][CH2:13][CH2:12][O:11]2)[C:3]=1[C:4]#[N:5])(=[O:22])(=[O:21])[NH2:20]. The yield is 0.130. (2) The reactants are [CH3:1][C:2]1[CH:14]=[C:13]([CH:15]([C:17]2[CH:22]=[CH:21][CH:20]=[CH:19][CH:18]=2)[CH3:16])[CH:12]=[CH:11][C:3]=1[C:4]([O:6]C(C)(C)C)=[O:5].FC(F)(F)C(O)=O. The yield is 0.900. The product is [CH3:1][C:2]1[CH:14]=[C:13]([CH:15]([C:17]2[CH:22]=[CH:21][CH:20]=[CH:19][CH:18]=2)[CH3:16])[CH:12]=[CH:11][C:3]=1[C:4]([OH:6])=[O:5]. The catalyst is ClCCl. (3) The reactants are [Cl-:1].[NH3+:2][CH2:3][CH2:4][CH2:5][CH2:6][C:7]([C:9]1[CH:10]=[NH+:11][CH:12]=[CH:13][CH:14]=1)=O.[Cl-].[C:16]1([C:22]2[O:26][C:25]([CH:27]=O)=[CH:24][CH:23]=2)[CH:21]=[CH:20][CH:19]=[CH:18][CH:17]=1. The catalyst is C(O)(C)C. The product is [ClH:1].[ClH:1].[C:16]1([C:22]2[O:26][C:25]([CH:27]=[C:6]3[CH2:5][CH2:4][CH2:3][N:2]=[C:7]3[C:9]3[CH:10]=[N:11][CH:12]=[CH:13][CH:14]=3)=[CH:24][CH:23]=2)[CH:21]=[CH:20][CH:19]=[CH:18][CH:17]=1. The yield is 0.910.